This data is from NCI-60 drug combinations with 297,098 pairs across 59 cell lines. The task is: Regression. Given two drug SMILES strings and cell line genomic features, predict the synergy score measuring deviation from expected non-interaction effect. (1) Drug 1: COC1=C(C=C2C(=C1)N=CN=C2NC3=CC(=C(C=C3)F)Cl)OCCCN4CCOCC4. Drug 2: COC1=NC(=NC2=C1N=CN2C3C(C(C(O3)CO)O)O)N. Cell line: DU-145. Synergy scores: CSS=26.4, Synergy_ZIP=2.82, Synergy_Bliss=4.05, Synergy_Loewe=-12.7, Synergy_HSA=2.57. (2) Drug 1: CC1=C(C=C(C=C1)C(=O)NC2=CC(=CC(=C2)C(F)(F)F)N3C=C(N=C3)C)NC4=NC=CC(=N4)C5=CN=CC=C5. Drug 2: C1C(C(OC1N2C=NC(=NC2=O)N)CO)O. Cell line: HOP-62. Synergy scores: CSS=3.70, Synergy_ZIP=1.29, Synergy_Bliss=7.29, Synergy_Loewe=0.464, Synergy_HSA=2.92. (3) Drug 1: CC1C(C(CC(O1)OC2CC(CC3=C2C(=C4C(=C3O)C(=O)C5=C(C4=O)C(=CC=C5)OC)O)(C(=O)C)O)N)O.Cl. Drug 2: CC(C1=C(C=CC(=C1Cl)F)Cl)OC2=C(N=CC(=C2)C3=CN(N=C3)C4CCNCC4)N. Cell line: HCC-2998. Synergy scores: CSS=5.68, Synergy_ZIP=-6.02, Synergy_Bliss=-7.19, Synergy_Loewe=-12.8, Synergy_HSA=-8.32.